From a dataset of Catalyst prediction with 721,799 reactions and 888 catalyst types from USPTO. Predict which catalyst facilitates the given reaction. (1) Reactant: [Cl:1][C:2]1[CH:10]=[C:9]2[C:5]([C:6]([C:11]3[N:12]=[C:13]4[C:19]([C:20]([NH:22][CH:23]([CH3:25])[CH3:24])=[O:21])=[CH:18][N:17](COCC[Si](C)(C)C)[C:14]4=[N:15][CH:16]=3)=[N:7][NH:8]2)=[CH:4][CH:3]=1.FC(F)(F)C(O)=O.C(N)CN. Product: [Cl:1][C:2]1[CH:10]=[C:9]2[C:5]([C:6]([C:11]3[N:12]=[C:13]4[C:19]([C:20]([NH:22][CH:23]([CH3:25])[CH3:24])=[O:21])=[CH:18][NH:17][C:14]4=[N:15][CH:16]=3)=[N:7][NH:8]2)=[CH:4][CH:3]=1. The catalyst class is: 4. (2) Reactant: [NH2:1][C:2]1([C:14]2[CH:19]=[CH:18][CH:17]=[CH:16][C:15]=2[O:20][CH2:21][CH3:22])[C:10]2[C:5](=[CH:6][CH:7]=[C:8]([O:11][CH3:12])[CH:9]=2)[NH:4][C:3]1=[O:13].Cl[C:24]([O:26][C:27]1[CH:32]=[CH:31][CH:30]=[CH:29][CH:28]=1)=[O:25]. Product: [C:27]1([O:26][C:24](=[O:25])[NH:1][C:2]2([C:14]3[CH:19]=[CH:18][CH:17]=[CH:16][C:15]=3[O:20][CH2:21][CH3:22])[C:10]3[C:5](=[CH:6][CH:7]=[C:8]([O:11][CH3:12])[CH:9]=3)[NH:4][C:3]2=[O:13])[CH:32]=[CH:31][CH:30]=[CH:29][CH:28]=1. The catalyst class is: 17. (3) Reactant: Cl[CH:2]([C:8](=O)[CH:9]([CH3:11])[CH3:10])[C:3]([O:5][CH2:6][CH3:7])=[O:4].C(O)C.[Cl:16][C:17]1[CH:22]=[CH:21][C:20]([C@H:23]2[NH:27][C:26](=[S:28])[NH:25][C@:24]2([C:30]2[CH:31]=[N:32][C:33]([Cl:36])=[CH:34][CH:35]=2)[CH3:29])=[CH:19][C:18]=1[F:37]. Product: [Cl:16][C:17]1[CH:22]=[CH:21][C:20]([C@H:23]2[N:27]3[C:26]([S:28][C:2]([C:3]([O:5][CH2:6][CH3:7])=[O:4])=[C:8]3[CH:9]([CH3:11])[CH3:10])=[N:25][C@:24]2([C:30]2[CH:31]=[N:32][C:33]([Cl:36])=[CH:34][CH:35]=2)[CH3:29])=[CH:19][C:18]=1[F:37]. The catalyst class is: 13. (4) Reactant: C1N=CN(C(N2C=NC=C2)=O)C=1.[N:13]1[CH:18]=[CH:17][CH:16]=[CH:15][C:14]=1[C:19]1[CH:27]=[CH:26][C:22]([C:23]([OH:25])=O)=[CH:21][CH:20]=1.[NH2:28][CH2:29][CH2:30][CH2:31][CH2:32][OH:33]. Product: [OH:33][CH2:32][CH2:31][CH2:30][CH2:29][NH:28][C:23](=[O:25])[C:22]1[CH:21]=[CH:20][C:19]([C:14]2[CH:15]=[CH:16][CH:17]=[CH:18][N:13]=2)=[CH:27][CH:26]=1. The catalyst class is: 4. (5) Reactant: [Cl:1][C:2]1[C:10]2[C:5](=[CH:6][CH:7]=[C:8]([NH:11][C:12]([C:14]3[C:15]([C:20]4[CH:25]=[CH:24][C:23]([C:26]([F:29])([F:28])[F:27])=[CH:22][CH:21]=4)=[CH:16][CH:17]=[CH:18][CH:19]=3)=[O:13])[CH:9]=2)[N:4]([CH3:30])[C:3]=1[C:31](O)=[O:32].Cl.[CH:35]([NH:38][C:39](=[O:48])[C@H:40]([C:42]1[CH:47]=[CH:46][CH:45]=[CH:44][CH:43]=1)[NH2:41])([CH3:37])[CH3:36].C1CN([P+](Br)(N2CCCC2)N2CCCC2)CC1.F[P-](F)(F)(F)(F)F.CCN(C(C)C)C(C)C. Product: [CH:35]([NH:38][C:39](=[O:48])[CH:40]([NH:41][C:31]([C:3]1[N:4]([CH3:30])[C:5]2[C:10]([C:2]=1[Cl:1])=[CH:9][C:8]([NH:11][C:12]([C:14]1[C:15]([C:20]3[CH:25]=[CH:24][C:23]([C:26]([F:29])([F:27])[F:28])=[CH:22][CH:21]=3)=[CH:16][CH:17]=[CH:18][CH:19]=1)=[O:13])=[CH:7][CH:6]=2)=[O:32])[C:42]1[CH:47]=[CH:46][CH:45]=[CH:44][CH:43]=1)([CH3:37])[CH3:36]. The catalyst class is: 2. (6) Reactant: [C:1]([O:5][C:6](=[O:30])[NH:7][C@H:8]([C@@H:24]1[CH2:28][CH2:27][C:26](=[O:29])[O:25]1)[CH2:9][C:10]1[CH:15]=[CH:14][C:13]([O:16][CH2:17][C:18]2[CH:23]=[CH:22][CH:21]=[CH:20][CH:19]=2)=[CH:12][CH:11]=1)([CH3:4])([CH3:3])[CH3:2].[CH3:31]N1C(=O)N(C)CCC1.C[Si](C)(C)[N-][Si](C)(C)C.[Li+].CI.C(O)(=O)CC.C(O)(=O)CC(CC(O)=O)(C(O)=O)O. Product: [C:1]([O:5][C:6](=[O:30])[NH:7][C@H:8]([C@@H:24]1[CH2:28][C@@H:27]([CH3:31])[C:26](=[O:29])[O:25]1)[CH2:9][C:10]1[CH:11]=[CH:12][C:13]([O:16][CH2:17][C:18]2[CH:19]=[CH:20][CH:21]=[CH:22][CH:23]=2)=[CH:14][CH:15]=1)([CH3:4])([CH3:2])[CH3:3]. The catalyst class is: 20.